This data is from Reaction yield outcomes from USPTO patents with 853,638 reactions. The task is: Predict the reaction yield, written as a fraction of the theoretical maximum amount of product (1.0 means a 100% yield; for example, 0.34 means a 34% yield). (1) The reactants are [O:1]([CH2:8][C:9]1[NH:10][CH:11]=[C:12]([C:14]2[CH:27]=[CH:26][C:17]([O:18][C:19]3[CH:25]=[CH:24][C:22]([NH2:23])=[CH:21][CH:20]=3)=[CH:16][CH:15]=2)[N:13]=1)[C:2]1[CH:7]=[CH:6][CH:5]=[CH:4][CH:3]=1.[CH3:28][C:29]1[CH:34]=[CH:33][C:32]([N:35]=[C:36]=[O:37])=[CH:31][CH:30]=1. The catalyst is O1CCCC1. The product is [CH3:28][C:29]1[CH:34]=[CH:33][C:32]([NH:35][C:36]([NH:23][C:22]2[CH:21]=[CH:20][C:19]([O:18][C:17]3[CH:26]=[CH:27][C:14]([C:12]4[N:13]=[C:9]([CH2:8][O:1][C:2]5[CH:7]=[CH:6][CH:5]=[CH:4][CH:3]=5)[NH:10][CH:11]=4)=[CH:15][CH:16]=3)=[CH:25][CH:24]=2)=[O:37])=[CH:31][CH:30]=1. The yield is 0.730. (2) The product is [F:1][C:2]([F:8])([S:5]([O-:16])(=[O:7])=[O:6])[CH2:3][OH:4].[CH2:9]([NH+:11]([CH2:14][CH3:15])[CH2:12][CH3:13])[CH3:10]. The yield is 0.850. The catalyst is O. The reactants are [F:1][C:2]([F:8])([S:5]([O-:7])=[O:6])[CH2:3][OH:4].[CH2:9]([NH+:11]([CH2:14][CH3:15])[CH2:12][CH3:13])[CH3:10].[OH:16]O. (3) The reactants are [CH3:1][O:2][C:3](=[O:20])[C@H:4]([CH3:19])[CH2:5][N:6]1[CH2:11][CH2:10][N:9](C(OC(C)(C)C)=O)[CH2:8][CH2:7]1.C(O)(C(F)(F)F)=O. The catalyst is C(Cl)Cl. The product is [CH3:19][C@H:4]([CH2:5][N:6]1[CH2:11][CH2:10][NH:9][CH2:8][CH2:7]1)[C:3]([O:2][CH3:1])=[O:20]. The yield is 0.920.